This data is from Full USPTO retrosynthesis dataset with 1.9M reactions from patents (1976-2016). The task is: Predict the reactants needed to synthesize the given product. (1) Given the product [C:9]1([C:26]2[CH:27]=[CH:28][CH:29]=[CH:30][CH:31]=2)[CH:14]=[CH:13][CH:12]=[CH:11][C:10]=1[C:15]1[N:19]([C:20]2[CH:25]=[CH:24][CH:23]=[CH:22][CH:21]=2)[C:18]([Br:1])=[N:17][N:16]=1, predict the reactants needed to synthesize it. The reactants are: [Br:1]N1C(=O)CCC1=O.[C:9]1([C:26]2[CH:31]=[CH:30][CH:29]=[CH:28][CH:27]=2)[CH:14]=[CH:13][CH:12]=[CH:11][C:10]=1[C:15]1[N:19]([C:20]2[CH:25]=[CH:24][CH:23]=[CH:22][CH:21]=2)[CH:18]=[N:17][N:16]=1. (2) The reactants are: [NH2:1][C:2]1[CH:12]=[C:11]([NH2:13])[CH:10]=[CH:9][C:3]=1[C:4]([O:6]CC)=[O:5].Cl[CH2:15][CH2:16][CH2:17][S:18](Cl)(=[O:20])=[O:19]. Given the product [O:19]=[S:18]1(=[O:20])[CH2:17][CH2:16][CH2:15][N:1]1[C:2]1[CH:12]=[C:11]([N:13]2[CH2:15][CH2:16][CH2:17][S:18]2(=[O:20])=[O:19])[CH:10]=[CH:9][C:3]=1[C:4]([OH:6])=[O:5], predict the reactants needed to synthesize it.